Task: Predict the reaction yield, written as a fraction of the theoretical maximum amount of product (1.0 means a 100% yield; for example, 0.34 means a 34% yield).. Dataset: Reaction yield outcomes from USPTO patents with 853,638 reactions (1) The reactants are Cl[C:2]1[CH:3]=[CH:4][C:5]2[S:9][C:8]([C@H:10]3[CH2:13][C@H:12]([N:14]4[CH2:18][CH2:17][CH2:16][CH:15]4[CH3:19])[CH2:11]3)=[N:7][C:6]=2[CH:20]=1.[F-].[K+].[CH3:23][C:24]1[C:29](B2OC(C)(C)C(C)(C)O2)=[CH:28][CH:27]=[C:26]([CH3:39])[N:25]=1.C(P(C(C)(C)C)C(C)(C)C)(C)(C)C.[OH-].[NH4+]. The catalyst is ClCCl.C1C=CC(/C=C/C(/C=C/C2C=CC=CC=2)=O)=CC=1.C1C=CC(/C=C/C(/C=C/C2C=CC=CC=2)=O)=CC=1.C1C=CC(/C=C/C(/C=C/C2C=CC=CC=2)=O)=CC=1.[Pd].[Pd].CO.O1CCOCC1. The product is [CH3:23][C:24]1[C:29]([C:2]2[CH:3]=[CH:4][C:5]3[S:9][C:8]([C@H:10]4[CH2:13][C@H:12]([N:14]5[CH2:18][CH2:17][CH2:16][CH:15]5[CH3:19])[CH2:11]4)=[N:7][C:6]=3[CH:20]=2)=[CH:28][CH:27]=[C:26]([CH3:39])[N:25]=1. The yield is 0.160. (2) The reactants are [CH2:1]([C:4]#[N:5])[C:2]#[N:3].C(OC(=O)C)(=O)C.[CH2:13]([C:15]1[O:16][C:17]([CH2:28][CH3:29])=[C:18]([CH2:25]CC)[C:19](=O)[C:20]=1[CH2:21]CC)[CH3:14]. The catalyst is O. The product is [CH2:28]([C:17]1[O:16][C:15]([CH2:13][CH3:14])=[C:20]([CH3:21])[C:19](=[C:1]([C:4]#[N:5])[C:2]#[N:3])[C:18]=1[CH3:25])[CH3:29]. The yield is 0.470. (3) The reactants are [F:1][C:2]1[N:6]([CH3:7])[N:5]=[C:4]([CH3:8])[C:3]=1[C:9](Cl)=[O:10].[Cl:12][C:13]1[CH:14]=[C:15]([C:24]2[CH:29]=[CH:28][CH:27]=[CH:26][CH:25]=2)[CH:16]=[CH:17][C:18]=1[CH2:19][NH:20][CH:21]1[CH2:23][CH2:22]1.C(N(CC)CC)C. The catalyst is O1CCCC1. The product is [Cl:12][C:13]1[CH:14]=[C:15]([C:24]2[CH:29]=[CH:28][CH:27]=[CH:26][CH:25]=2)[CH:16]=[CH:17][C:18]=1[CH2:19][N:20]([CH:21]1[CH2:22][CH2:23]1)[C:9]([C:3]1[C:4]([CH3:8])=[N:5][N:6]([CH3:7])[C:2]=1[F:1])=[O:10]. The yield is 0.720.